Dataset: Reaction yield outcomes from USPTO patents with 853,638 reactions. Task: Predict the reaction yield, written as a fraction of the theoretical maximum amount of product (1.0 means a 100% yield; for example, 0.34 means a 34% yield). (1) The reactants are B(Br)(Br)Br.C[O:6][C:7]1[CH:16]=[C:15]2[C:10]([CH2:11][CH2:12][NH:13][C:14]2=[O:17])=[CH:9][CH:8]=1.O.CCOC(C)=O. The catalyst is C(Cl)Cl. The product is [OH:6][C:7]1[CH:16]=[C:15]2[C:10]([CH2:11][CH2:12][NH:13][C:14]2=[O:17])=[CH:9][CH:8]=1. The yield is 0.800. (2) The reactants are Cl[CH2:2][CH2:3][O:4][C:5]1[C:13]2[C:8](=[N:9][CH:10]=[N:11][C:12]=2[NH:14][C:15]2[CH:20]=[CH:19][C:18]([O:21][C:22]3[CH:23]=[N:24][C:25]([CH3:28])=[CH:26][CH:27]=3)=[C:17]([CH3:29])[CH:16]=2)[NH:7][N:6]=1.[NH:30]1[CH2:35][CH2:34][NH:33][CH2:32][C:31]1=[O:36]. No catalyst specified. The product is [CH3:29][C:17]1[CH:16]=[C:15]([NH:14][C:12]2[N:11]=[CH:10][N:9]=[C:8]3[NH:7][N:6]=[C:5]([O:4][CH2:3][CH2:2][N:33]4[CH2:34][CH2:35][NH:30][C:31](=[O:36])[CH2:32]4)[C:13]=23)[CH:20]=[CH:19][C:18]=1[O:21][C:22]1[CH:23]=[N:24][C:25]([CH3:28])=[CH:26][CH:27]=1. The yield is 0.250.